Dataset: Reaction yield outcomes from USPTO patents with 853,638 reactions. Task: Predict the reaction yield, written as a fraction of the theoretical maximum amount of product (1.0 means a 100% yield; for example, 0.34 means a 34% yield). (1) The reactants are C1(N2C3C(=NC(OC)=CC=3)C(NC(=O)C)CC2C)CCCC1.[CH:23]([O:26][C:27]([N:29]1[CH:38]([CH2:39]C)[CH:37]([CH3:41])[CH:36]([NH:42][C:43]2[CH:44]=[N:45][C:46]3[CH2:47][CH2:48][CH2:49][CH2:50][C:51]=3[CH:52]=2)[C:35]2[N:34]=[C:33]3[CH2:53][CH2:54][CH2:55][CH2:56][C:32]3=[CH:31][C:30]1=2)=[O:28])([CH3:25])[CH3:24].[F:57][C:58]([F:72])([F:71])[C:59]1[CH:60]=[C:61]([CH:64]=[C:65]([C:67]([F:70])([F:69])[F:68])[CH:66]=1)[CH2:62]Br.C[Si](C)(C)[N-][Si](C)(C)C.[Li+]. No catalyst specified. The product is [CH:23]([O:26][C:27]([N:29]1[CH:38]([CH3:39])[CH:37]([CH3:41])[CH:36]([N:42]([CH2:62][C:61]2[CH:64]=[C:65]([C:67]([F:69])([F:70])[F:68])[CH:66]=[C:59]([C:58]([F:57])([F:71])[F:72])[CH:60]=2)[C:43]2[CH:44]=[N:45][C:46]3[CH2:47][CH2:48][CH2:49][CH2:50][C:51]=3[CH:52]=2)[C:35]2[N:34]=[C:33]3[CH2:53][CH2:54][CH2:55][CH2:56][C:32]3=[CH:31][C:30]1=2)=[O:28])([CH3:24])[CH3:25]. The yield is 0.200. (2) The reactants are C(OC(=O)[NH:7][C:8]1([C:12]2[CH:17]=[CH:16][C:15]([C:18]3[C:23]([C:24]4[CH:29]=[CH:28][CH:27]=[CH:26][CH:25]=4)=[CH:22][N:21]4[CH:30]=[CH:31][N:32]=[C:20]4[N:19]=3)=[CH:14][CH:13]=2)[CH2:11][CH2:10][CH2:9]1)(C)(C)C.Cl. The catalyst is O1CCOCC1. The product is [C:24]1([C:23]2[C:18]([C:15]3[CH:16]=[CH:17][C:12]([C:8]4([NH2:7])[CH2:11][CH2:10][CH2:9]4)=[CH:13][CH:14]=3)=[N:19][C:20]3[N:21]([CH:30]=[CH:31][N:32]=3)[CH:22]=2)[CH:25]=[CH:26][CH:27]=[CH:28][CH:29]=1. The yield is 0.0580.